The task is: Predict the reaction yield, written as a fraction of the theoretical maximum amount of product (1.0 means a 100% yield; for example, 0.34 means a 34% yield).. This data is from Reaction yield outcomes from USPTO patents with 853,638 reactions. (1) The reactants are [CH3:1][C:2]1[CH:7]=[C:6](B2OC(C)(C)C(C)(C)O2)[CH:5]=[CH:4][C:3]=1[CH2:17][C:18]([O:20][CH3:21])=[O:19].C([O-])([O-])=O.[Na+].[Na+].Br[C:29]1[CH:34]=[CH:33][CH:32]=[C:31]([CH3:35])[N:30]=1. The catalyst is O1CCOCC1.O.O.C1C=CC(P(C2C=CC=CC=2)[C-]2C=CC=C2)=CC=1.C1C=CC(P(C2C=CC=CC=2)[C-]2C=CC=C2)=CC=1.Cl[Pd]Cl.[Fe+2]. The product is [CH3:1][C:2]1[CH:7]=[C:6]([C:29]2[CH:34]=[CH:33][CH:32]=[C:31]([CH3:35])[N:30]=2)[CH:5]=[CH:4][C:3]=1[CH2:17][C:18]([O:20][CH3:21])=[O:19]. The yield is 0.390. (2) The reactants are [CH:1]1([C:7]([NH2:9])=O)[CH2:6][CH2:5][CH2:4][CH2:3][CH2:2]1.COC1C=CC(P2(SP(C3C=CC(OC)=CC=3)(=S)S2)=[S:19])=CC=1. The catalyst is C1COCC1. The product is [CH:1]1([C:7](=[S:19])[NH2:9])[CH2:6][CH2:5][CH2:4][CH2:3][CH2:2]1. The yield is 0.490.